From a dataset of Forward reaction prediction with 1.9M reactions from USPTO patents (1976-2016). Predict the product of the given reaction. (1) The product is: [CH2:1]([O:3][CH:4]([O:18][CH2:19][CH3:20])[C@@H:5]([NH2:7])[CH3:6])[CH3:2]. Given the reactants [CH2:1]([O:3][CH:4]([O:18][CH2:19][CH3:20])[C@@H:5]([NH:7]C(=O)OCC1C=CC=CC=1)[CH3:6])[CH3:2], predict the reaction product. (2) Given the reactants [OH:1][C:2]1[CH:9]=[CH:8][C:5]([CH:6]=[O:7])=[CH:4][CH:3]=1.C(=O)([O-])[O-].[K+].[K+].Br[CH2:17][CH2:18][CH2:19][CH3:20], predict the reaction product. The product is: [CH2:17]([O:1][C:2]1[CH:9]=[CH:8][C:5]([CH:6]=[O:7])=[CH:4][CH:3]=1)[CH2:18][CH2:19][CH3:20]. (3) Given the reactants [CH3:1][O:2][K].[CH:4]1[CH:9]=[C:8](Cl)[CH:7]=[C:6]([C:11]([O:13]O)=O)[CH:5]=1.O=P(Cl)(Cl)Cl.B(Br)(Br)Br.C=O.C(S(N)(=O)=O)C(C)(C)C.CN1C(=O)[N:40]([CH3:43])[CH2:39][CH2:38]C1, predict the reaction product. The product is: [O:13]1[C:11]2[C:6]3[CH:5]=[CH:4][CH:9]=[CH:8][C:7]=3[CH:43]=[N:40][C:39]=2[CH2:38][O:2][CH2:1]1. (4) Given the reactants [Cl:1][C:2]1[CH:7]=[CH:6][C:5]([C:8]2[N:12](/[CH:13]=[CH:14]/[C:15]([F:18])([F:17])[F:16])[C:11](=[O:19])[N:10]([CH2:20][C:21]([O:23][CH3:24])=[O:22])[N:9]=2)=[CH:4][CH:3]=1, predict the reaction product. The product is: [Cl:1][C:2]1[CH:7]=[CH:6][C:5]([C:8]2[N:12]([CH2:13][CH2:14][C:15]([F:18])([F:16])[F:17])[C:11](=[O:19])[N:10]([CH2:20][C:21]([O:23][CH3:24])=[O:22])[N:9]=2)=[CH:4][CH:3]=1. (5) Given the reactants O1CCCC1.B.[N+:7]([C:10]1[CH:11]=[C:12]([C:19](O)=[O:20])[C:13](=[CH:17][CH:18]=1)[C:14](O)=[O:15])([O-:9])=[O:8], predict the reaction product. The product is: [N+:7]([C:10]1[CH:18]=[CH:17][C:13]([CH2:14][OH:15])=[C:12]([CH2:19][OH:20])[CH:11]=1)([O-:9])=[O:8]. (6) The product is: [Cl:11][C:12]1[CH:19]=[CH:18][C:15]([CH2:16][N:6]2[C:5]3[CH:7]=[CH:8][CH:9]=[CH:10][C:4]=3[N:3]=[C:2]2[NH:29][C:28]2[CH:30]=[CH:31][C:25]([Cl:24])=[C:26]([C:32]([F:35])([F:33])[F:34])[CH:27]=2)=[CH:14][C:13]=1[C:20]([F:23])([F:22])[F:21]. Given the reactants Cl[C:2]1[NH:3][C:4]2[CH:10]=[CH:9][CH:8]=[CH:7][C:5]=2[N:6]=1.[Cl:11][C:12]1[CH:19]=[CH:18][C:15]([CH2:16]Br)=[CH:14][C:13]=1[C:20]([F:23])([F:22])[F:21].[Cl:24][C:25]1[CH:31]=[CH:30][C:28]([NH2:29])=[CH:27][C:26]=1[C:32]([F:35])([F:34])[F:33], predict the reaction product. (7) Given the reactants [CH3:1][C:2]1[CH:7]=[CH:6][CH:5]=[CH:4][C:3]=1B(O)O.Br[C:12]1[CH:17]=[CH:16][C:15]([CH:18]2[C:23]([CH3:25])([CH3:24])[O:22][C:21]([NH:26][C@H:27]([C:38]3[CH:43]=[CH:42][CH:41]=[CH:40][C:39]=3[F:44])[CH2:28][CH2:29][O:30][Si](C(C)(C)C)(C)C)=[N:20][S:19]2(=[O:46])=[O:45])=[CH:14][CH:13]=1.C(=O)([O-])[O-].[Cs+].[Cs+].C(OCC)(=O)C, predict the reaction product. The product is: [CH3:25][C:23]1([CH3:24])[O:22][C:21]([NH:26][C@H:27]([C:38]2[CH:43]=[CH:42][CH:41]=[CH:40][C:39]=2[F:44])[CH2:28][CH2:29][OH:30])=[N:20][S:19](=[O:46])(=[O:45])[CH:18]1[C:15]1[CH:14]=[CH:13][C:12]([C:3]2[CH:4]=[CH:5][CH:6]=[CH:7][C:2]=2[CH3:1])=[CH:17][CH:16]=1. (8) Given the reactants [CH3:1][NH:2][CH2:3][CH2:4][C@H:5]([O:11][C:12]1[CH:13]=[CH:14][CH:15]=[C:16]2[CH:21]=[CH:20][CH:19]=[CH:18][C:17]=12)[C:6]1[S:10][CH:9]=[CH:8][CH:7]=1.[ClH:22], predict the reaction product. The product is: [CH3:1][NH:2][CH2:3][CH2:4][C@H:5]([O:11][C:12]1[C:17]2[C:16](=[CH:21][CH:20]=[CH:19][CH:18]=2)[CH:15]=[CH:14][CH:13]=1)[C:6]1[S:10][CH:9]=[CH:8][CH:7]=1.[ClH:22].